Predict the reaction yield, written as a fraction of the theoretical maximum amount of product (1.0 means a 100% yield; for example, 0.34 means a 34% yield). From a dataset of Reaction yield outcomes from USPTO patents with 853,638 reactions. (1) The reactants are C([O:8][C:9](=[O:23])[C:10]1[CH:15]=[CH:14][C:13]([CH:16]=[CH:17][C:18]([O:20][CH3:21])=[O:19])=[C:12]([CH3:22])[CH:11]=1)C1C=CC=CC=1.[H][H]. The catalyst is C1COCC1.CO.[Pd]. The product is [CH3:21][O:20][C:18]([CH2:17][CH2:16][C:13]1[CH:14]=[CH:15][C:10]([C:9]([OH:23])=[O:8])=[CH:11][C:12]=1[CH3:22])=[O:19]. The yield is 1.00. (2) The yield is 0.984. The catalyst is CC(C)=O. The product is [O:15]1[CH:4]2[CH:5]1[C:6](=[O:12])[CH:7]1[CH:2]([C:3]2=[O:13])[CH:1]2[CH2:11][CH:8]1[CH:9]=[CH:10]2. The reactants are [CH:1]12[CH2:11][CH:8]([CH:9]=[CH:10]1)[CH:7]1[CH:2]2[C:3](=[O:13])[CH:4]=[CH:5][C:6]1=[O:12].C([O-])(O)=[O:15].[Na+].OO.O. (3) The reactants are [NH2:1][C:2]1[N:7]=[CH:6][C:5]([C:8]2[CH:32]=[CH:31][C:11]3[N:12]([C:27]([CH3:30])([CH3:29])[CH3:28])[C:13]([C:15]4[CH:16]=[C:17]([OH:26])[CH:18]=[CH:19][C:20]=4[N:21]4[CH:25]=[N:24][CH:23]=[N:22]4)=[N:14][C:10]=3[CH:9]=2)=[CH:4][N:3]=1.C(=O)([O-])[O-].[K+].[K+].I[CH2:40][CH3:41].O. The catalyst is CN(C=O)C.C(#N)C. The product is [C:27]([N:12]1[C:11]2[CH:31]=[CH:32][C:8]([C:5]3[CH:4]=[N:3][C:2]([NH2:1])=[N:7][CH:6]=3)=[CH:9][C:10]=2[N:14]=[C:13]1[C:15]1[CH:16]=[C:17]([O:26][CH2:40][CH3:41])[CH:18]=[CH:19][C:20]=1[N:21]1[CH:25]=[N:24][CH:23]=[N:22]1)([CH3:29])([CH3:28])[CH3:30]. The yield is 0.380.